From a dataset of Peptide-MHC class II binding affinity with 134,281 pairs from IEDB. Regression. Given a peptide amino acid sequence and an MHC pseudo amino acid sequence, predict their binding affinity value. This is MHC class II binding data. (1) The peptide sequence is GKSTRSTTDSGKVIP. The MHC is HLA-DQA10501-DQB10402 with pseudo-sequence HLA-DQA10501-DQB10402. The binding affinity (normalized) is 0.304. (2) The binding affinity (normalized) is 0.635. The peptide sequence is MLHHWIKVEYGNLSL. The MHC is DRB1_0404 with pseudo-sequence DRB1_0404. (3) The peptide sequence is AASLRKAGKSVVVLNK. The MHC is DRB1_0801 with pseudo-sequence DRB1_0801. The binding affinity (normalized) is 0.592. (4) The peptide sequence is AFKVAATAAVAAPAN. The MHC is DRB1_0802 with pseudo-sequence DRB1_0802. The binding affinity (normalized) is 0.633.